From a dataset of Retrosynthesis with 50K atom-mapped reactions and 10 reaction types from USPTO. Predict the reactants needed to synthesize the given product. (1) Given the product Cc1ccsc1-c1nn(NC(=O)Cc2cc(F)cc(F)c2)c(=O)c2ccccc12, predict the reactants needed to synthesize it. The reactants are: Cc1ccsc1-c1nn(N)c(=O)c2ccccc12.O=C(O)Cc1cc(F)cc(F)c1. (2) Given the product CC(OC(=O)C(C)(C)C)[C@H]1CC[C@H]2[C@@H]3CC[C@H]4NC(=O)C=C[C@]4(C)[C@H]3CC[C@]12C, predict the reactants needed to synthesize it. The reactants are: CC(C)(C)C(=O)Cl.CC(O)[C@H]1CC[C@H]2[C@@H]3CC[C@H]4NC(=O)C=C[C@]4(C)[C@H]3CC[C@]12C. (3) Given the product O=Cc1ccc(CNc2ccccn2)c(Cl)c1, predict the reactants needed to synthesize it. The reactants are: Nc1ccccn1.O=Cc1ccc(CBr)c(Cl)c1. (4) Given the product CC(C)(C)OC(=O)n1c(-c2ccc(OS(=O)(=O)c3ccccc3)c3c2C(=O)NC3)cc2cc(CN3CCCCC3)ccc21, predict the reactants needed to synthesize it. The reactants are: CC(C)(C)OC(=O)n1c(-c2ccc(O)c3c2C(=O)NC3)cc2cc(CN3CCCCC3)ccc21.O=S(=O)(Cl)c1ccccc1. (5) The reactants are: CCc1cc2c(C(F)(F)F)c(C#N)ccc2[nH]1.FC(F)(F)c1cccc(-c2nc(CCl)no2)c1. Given the product CCc1cc2c(C(F)(F)F)c(C#N)ccc2n1Cc1noc(-c2cccc(C(F)(F)F)c2)n1, predict the reactants needed to synthesize it. (6) Given the product Cc1onc(-c2ccncc2)c1COc1ccc(C(=O)N2CCSCC2)cn1, predict the reactants needed to synthesize it. The reactants are: C1CSCCN1.Cc1onc(-c2ccncc2)c1COc1ccc(C(=O)O)cn1. (7) Given the product NCCCC(=O)Nc1sc(Nc2ccc3ccccc3c2)nc1C(N)=O, predict the reactants needed to synthesize it. The reactants are: NC(=O)c1nc(Nc2ccc3ccccc3c2)sc1NC(=O)CCCN1C(=O)c2ccccc2C1=O. (8) Given the product CCc1cc(OC)cc2nc(-c3ccc(OC)cc3)oc12, predict the reactants needed to synthesize it. The reactants are: CCI.COc1ccc(-c2nc3cc(OC)cc(Br)c3o2)cc1. (9) Given the product Nc1ccccc1C1CCCCC1, predict the reactants needed to synthesize it. The reactants are: CC(C)(C)OC(=O)Nc1ccccc1C1CCCCC1.